This data is from Forward reaction prediction with 1.9M reactions from USPTO patents (1976-2016). The task is: Predict the product of the given reaction. (1) The product is: [F:26][C:25]([F:28])([F:27])[C:23]([NH:1][C:2]1[S:3][CH:4]=[CH:5][C:6]=1[C:7]([O:9][C:10]([CH3:13])([CH3:12])[CH3:11])=[O:8])=[O:24]. Given the reactants [NH2:1][C:2]1[S:3][CH:4]=[CH:5][C:6]=1[C:7]([O:9][C:10]([CH3:13])([CH3:12])[CH3:11])=[O:8].CCN(C(C)C)C(C)C.[C:23](O[C:23]([C:25]([F:28])([F:27])[F:26])=[O:24])([C:25]([F:28])([F:27])[F:26])=[O:24], predict the reaction product. (2) Given the reactants [CH3:1][C:2]([S@@:5]([NH2:7])=[O:6])([CH3:4])[CH3:3].[Br:8][C:9]1[CH:16]=[CH:15][C:12]([CH:13]=O)=[C:11]([F:17])[CH:10]=1.C1(C)C=CC(S([O-])(=O)=O)=CC=1.[NH+]1C=CC=CC=1.S([O-])([O-])(=O)=O.[Mg+2], predict the reaction product. The product is: [Br:8][C:9]1[CH:16]=[CH:15][C:12](/[CH:13]=[N:7]/[S@:5]([C:2]([CH3:4])([CH3:3])[CH3:1])=[O:6])=[C:11]([F:17])[CH:10]=1. (3) Given the reactants CCN(C(C)C)C(C)C.[C:10]1([C:23]2[CH:28]=[CH:27][CH:26]=[CH:25][CH:24]=2)[CH:15]=[CH:14][C:13]([C:16]([NH:18][CH2:19][C:20]([OH:22])=O)=[O:17])=[CH:12][CH:11]=1.C1C=CC2N(O)N=NC=2C=1.CCN=C=NCCCN(C)C.Cl.[CH3:51][O:52][C:53](=[O:68])[C:54]1[CH:59]=[CH:58][CH:57]=[CH:56][C:55]=1[C:60]([N:62]1[CH2:67][CH2:66][NH:65][CH2:64][CH2:63]1)=[O:61], predict the reaction product. The product is: [CH3:51][O:52][C:53](=[O:68])[C:54]1[CH:59]=[CH:58][CH:57]=[CH:56][C:55]=1[C:60]([N:62]1[CH2:63][CH2:64][N:65]([C:20](=[O:22])[CH2:19][NH:18][C:16]([C:13]2[CH:12]=[CH:11][C:10]([C:23]3[CH:28]=[CH:27][CH:26]=[CH:25][CH:24]=3)=[CH:15][CH:14]=2)=[O:17])[CH2:66][CH2:67]1)=[O:61]. (4) Given the reactants [Si]([O:8][CH2:9][CH2:10][CH2:11][N:12]1[C:20](=[O:21])[C:19]2[N:18]([CH2:22][C:23]3[CH:28]=[CH:27][C:26]([Cl:29])=[CH:25][CH:24]=3)[C:17]([CH:30]([OH:34])[CH:31]([CH3:33])[CH3:32])=[N:16][C:15]=2[N:14]([CH3:35])[C:13]1=[O:36])(C(C)(C)C)(C)C.Cl, predict the reaction product. The product is: [Cl:29][C:26]1[CH:25]=[CH:24][C:23]([CH2:22][N:18]2[C:19]3[C:20](=[O:21])[N:12]([CH2:11][CH2:10][CH2:9][OH:8])[C:13](=[O:36])[N:14]([CH3:35])[C:15]=3[N:16]=[C:17]2[CH:30]([OH:34])[CH:31]([CH3:32])[CH3:33])=[CH:28][CH:27]=1. (5) The product is: [F:40][C:39]1[C:10]([S:7]([NH:6][C:41]2[CH:46]=[CH:45][CH:44]=[C:43]([F:47])[N:42]=2)(=[O:8])=[O:9])=[CH:11][C:12]2[O:16][C:15](=[O:17])[N:14]([C@@H:18]([C:20]3[CH:25]=[CH:24][CH:23]=[CH:22][C:21]=3[C:26]3([F:37])[CH2:29][NH:28][CH2:27]3)[CH3:19])[C:13]=2[CH:38]=1. Given the reactants COC1C=C(OC)C=CC=1C[N:6]([C:41]1[CH:46]=[CH:45][CH:44]=[C:43]([F:47])[N:42]=1)[S:7]([C:10]1[C:39]([F:40])=[CH:38][C:13]2[N:14]([C@@H:18]([C:20]3[CH:25]=[CH:24][CH:23]=[CH:22][C:21]=3[C:26]3([F:37])[CH2:29][N:28](C(OC(C)(C)C)=O)[CH2:27]3)[CH3:19])[C:15](=[O:17])[O:16][C:12]=2[CH:11]=1)(=[O:9])=[O:8].C(O)(C(F)(F)F)=O, predict the reaction product. (6) Given the reactants Br[C:2]1[CH:7]=[C:6]([C:8]([N:10]2[CH2:14][CH2:13][CH2:12][CH2:11]2)=[O:9])C=CN=1.[Br:15][C:16]1[N:21]=C(C(O)=O)C=C[CH:17]=1.N1CCCC1, predict the reaction product. The product is: [Br:15][C:16]1[CH:17]=[CH:2][CH:7]=[C:6]([C:8]([N:10]2[CH2:11][CH2:12][CH2:13][CH2:14]2)=[O:9])[N:21]=1. (7) Given the reactants [NH2:1][C:2]1[N:16]=[CH:15][C:14](Br)=[CH:13][C:3]=1[C:4]([N:6]([C:8]12[CH2:12][CH:10]([CH2:11]1)[CH2:9]2)[CH3:7])=[O:5].[B:18]1(B2OC(C)(C)C(C)(C)O2)[O:22]C(C)(C)C(C)(C)[O:19]1.C([O-])(=O)C.[K+], predict the reaction product. The product is: [NH2:1][C:2]1[N:16]=[CH:15][C:14]([B:18]([OH:22])[OH:19])=[CH:13][C:3]=1[C:4](=[O:5])[N:6]([C:8]12[CH2:12][CH:10]([CH2:11]1)[CH2:9]2)[CH3:7]. (8) Given the reactants [C:1](Cl)(=[O:3])[CH3:2].[NH2:5][CH2:6][CH:7]([C:27]1[CH:32]=[CH:31][CH:30]=[CH:29][CH:28]=1)[CH:8]([NH:13][C:14](=[O:26])[C:15]1[CH:20]=[CH:19][C:18]([F:21])=[CH:17][C:16]=1[C:22]([F:25])([F:24])[F:23])[C:9](=[O:12])[NH:10][CH3:11].C(N(CC)CC)C, predict the reaction product. The product is: [C:1]([NH:5][CH2:6][CH:7]([C:27]1[CH:28]=[CH:29][CH:30]=[CH:31][CH:32]=1)[CH:8]([NH:13][C:14](=[O:26])[C:15]1[CH:20]=[CH:19][C:18]([F:21])=[CH:17][C:16]=1[C:22]([F:23])([F:24])[F:25])[C:9](=[O:12])[NH:10][CH3:11])(=[O:3])[CH3:2]. (9) Given the reactants [OH:1][N:2]1[C:6](=[O:7])[C:5]2=[CH:8][CH:9]=[CH:10][CH:11]=[C:4]2[C:3]1=[O:12].[Cl:13][C:14]1[CH:19]=[CH:18][C:17](B(O)O)=[CH:16][CH:15]=1.N1C=CC=CC=1, predict the reaction product. The product is: [Cl:13][C:14]1[CH:19]=[CH:18][C:17]([O:1][N:2]2[C:3](=[O:12])[C:4]3=[CH:11][CH:10]=[CH:9][CH:8]=[C:5]3[C:6]2=[O:7])=[CH:16][CH:15]=1.